This data is from Peptide-MHC class II binding affinity with 134,281 pairs from IEDB. The task is: Regression. Given a peptide amino acid sequence and an MHC pseudo amino acid sequence, predict their binding affinity value. This is MHC class II binding data. (1) The peptide sequence is SGFLGPLLVLQAGFF. The MHC is HLA-DQA10101-DQB10501 with pseudo-sequence HLA-DQA10101-DQB10501. The binding affinity (normalized) is 0.395. (2) The peptide sequence is AETAVNTLFEKLEPM. The MHC is DRB3_0101 with pseudo-sequence DRB3_0101. The binding affinity (normalized) is 0.334. (3) The peptide sequence is WCYGVENVRVAYGKC. The MHC is DRB5_0101 with pseudo-sequence DRB5_0101. The binding affinity (normalized) is 0.527. (4) The binding affinity (normalized) is 0.327. The MHC is DRB4_0101 with pseudo-sequence DRB4_0103. The peptide sequence is NRQILDNAAKYVEHD. (5) The peptide sequence is AIGIVSILLSSLLKN. The MHC is DRB1_1501 with pseudo-sequence DRB1_1501. The binding affinity (normalized) is 1.00. (6) The peptide sequence is KKLIPSWASVKEDLV. The MHC is DRB1_0301 with pseudo-sequence DRB1_0301. The binding affinity (normalized) is 0.669.